Dataset: Full USPTO retrosynthesis dataset with 1.9M reactions from patents (1976-2016). Task: Predict the reactants needed to synthesize the given product. (1) Given the product [O:7]([CH2:14][CH2:15][O:16][C@@H:17]1[CH2:22][CH2:21][C@H:20]([CH2:23][OH:24])[CH2:19][CH2:18]1)[C:8]1[CH:13]=[CH:12][CH:11]=[CH:10][CH:9]=1, predict the reactants needed to synthesize it. The reactants are: [H-].[H-].[H-].[H-].[Li+].[Al+3].[O:7]([CH2:14][CH2:15][O:16][CH:17]1[CH2:22][CH2:21][CH:20]([C:23](OCC)=[O:24])[CH2:19][CH2:18]1)[C:8]1[CH:13]=[CH:12][CH:11]=[CH:10][CH:9]=1.[F-].[K+]. (2) Given the product [OH:12][C:7]1[CH:8]=[C:9]2[C:4](=[CH:5][CH:6]=1)[CH:3]=[C:2]([C:17]1[CH:18]=[CH:19][C:20]([C:21]([OH:23])=[O:22])=[C:15]([O:14][CH3:13])[CH:16]=1)[CH:11]=[CH:10]2, predict the reactants needed to synthesize it. The reactants are: Cl[C:2]1[CH:3]=[C:4]2[C:9](=[CH:10][CH:11]=1)[CH:8]=[C:7]([OH:12])[CH:6]=[CH:5]2.[CH3:13][O:14][C:15]1[CH:16]=[C:17](B(O)O)[CH:18]=[CH:19][C:20]=1[C:21]([O:23]C)=[O:22].C([O-])(O)=O.[Na+]. (3) Given the product [Cl:16][C:17]1[CH:18]=[C:19]2[C:24](=[CH:25][CH:26]=1)[N:23]=[CH:22][CH:21]=[C:20]2[CH2:27][N:12]1[C:29]([C:31]2[N:32]([CH3:44])[CH:33]=[C:34]([NH:36][C:37](=[O:43])[O:38][C:39]([CH3:40])([CH3:42])[CH3:41])[N:35]=2)=[C:9]2[C:10]([N:5]([CH2:4][CH:1]3[CH2:2][CH2:3]3)[C:6](=[O:15])[N:7]([CH3:14])[C:8]2=[O:13])=[N:11]1, predict the reactants needed to synthesize it. The reactants are: [CH:1]1([CH2:4][N:5]2[C:10]([NH:11][NH2:12])=[CH:9][C:8](=[O:13])[N:7]([CH3:14])[C:6]2=[O:15])[CH2:3][CH2:2]1.[Cl:16][C:17]1[CH:18]=[C:19]2[C:24](=[CH:25][CH:26]=1)[N:23]=[CH:22][CH:21]=[C:20]2[CH:27]=O.[CH:29]([C:31]1[N:32]([CH3:44])[CH:33]=[C:34]([NH:36][C:37](=[O:43])[O:38][C:39]([CH3:42])([CH3:41])[CH3:40])[N:35]=1)=O. (4) Given the product [CH2:12]([O:14][C:15](=[O:34])[CH:16]([C:24]1[C:29]([N+:30]([O-:32])=[O:31])=[CH:28][N:27]=[C:26]([NH:11][CH:8]2[CH2:7][CH2:6][N:5]([CH2:4][CH2:3][O:2][CH3:1])[CH2:10][CH2:9]2)[N:25]=1)[C:17]([O:19][C:20]([CH3:23])([CH3:22])[CH3:21])=[O:18])[CH3:13], predict the reactants needed to synthesize it. The reactants are: [CH3:1][O:2][CH2:3][CH2:4][N:5]1[CH2:10][CH2:9][CH:8]([NH2:11])[CH2:7][CH2:6]1.[CH2:12]([O:14][C:15](=[O:34])[CH:16]([C:24]1[C:29]([N+:30]([O-:32])=[O:31])=[CH:28][N:27]=[C:26](Cl)[N:25]=1)[C:17]([O:19][C:20]([CH3:23])([CH3:22])[CH3:21])=[O:18])[CH3:13].C(OC(C)(C)C)(=O)CC(OCC)=O. (5) Given the product [CH3:31][O:8][C:7](=[O:9])[C:6]1[CH:10]=[CH:11][C:12]([N:13]2[CH2:14][CH2:15][N:16]([C:19]3[CH:24]=[CH:23][CH:22]=[CH:21][C:20]=3[CH3:25])[CH2:17][CH2:18]2)=[C:4]([N+:1]([O-:3])=[O:2])[CH:5]=1, predict the reactants needed to synthesize it. The reactants are: [N+:1]([C:4]1[CH:5]=[C:6]([CH:10]=[CH:11][C:12]=1[N:13]1[CH2:18][CH2:17][N:16]([C:19]2[CH:24]=[CH:23][CH:22]=[CH:21][C:20]=2[CH3:25])[CH2:15][CH2:14]1)[C:7]([OH:9])=[O:8])([O-:3])=[O:2].S(=O)(=O)(O)O.[CH3:31]O. (6) Given the product [CH:1]1([CH2:4][N:5]2[CH:14]([CH3:15])[CH2:13][C:12]3[C:11]([NH2:16])=[CH:10][CH:9]=[CH:8][C:7]=3[CH2:6]2)[CH2:2][CH2:3]1, predict the reactants needed to synthesize it. The reactants are: [CH:1]1([CH2:4][N:5]2[CH:14]([CH3:15])[CH2:13][C:12]3[C:7](=[CH:8][CH:9]=[CH:10][C:11]=3[N+:16]([O-])=O)[CH2:6]2)[CH2:3][CH2:2]1. (7) Given the product [CH3:1][O:2][C:3]1[C:4]([CH3:14])=[CH:5][C:6]([CH2:12][CH:18]([C:19](=[O:21])[CH3:20])[C:15](=[O:17])[CH3:16])=[C:7]2[C:11]=1[CH2:10][CH2:9][CH2:8]2, predict the reactants needed to synthesize it. The reactants are: [CH3:1][O:2][C:3]1[C:11]2[CH2:10][CH2:9][CH2:8][C:7]=2[C:6]([CH:12]=O)=[CH:5][C:4]=1[CH3:14].[C:15]([CH2:18][C:19](=[O:21])[CH3:20])(=[O:17])[CH3:16].[H][H].